This data is from Forward reaction prediction with 1.9M reactions from USPTO patents (1976-2016). The task is: Predict the product of the given reaction. (1) Given the reactants [CH2:1]([O:8][C:9]1[CH:14]=[CH:13][N:12]([CH2:15][CH2:16][C:17]2[CH:18]=[C:19]3[C:24](=[CH:25][CH:26]=2)[CH2:23][NH:22][CH2:21][CH2:20]3)[C:11](=[O:27])[CH:10]=1)[C:2]1[CH:7]=[CH:6][CH:5]=[CH:4][CH:3]=1.C=O.[C:30](O[BH-](OC(=O)C)OC(=O)C)(=O)C.[Na+].C([O-])([O-])=O.[Na+].[Na+], predict the reaction product. The product is: [CH2:1]([O:8][C:9]1[CH:14]=[CH:13][N:12]([CH2:15][CH2:16][C:17]2[CH:18]=[C:19]3[C:24](=[CH:25][CH:26]=2)[CH2:23][N:22]([CH3:30])[CH2:21][CH2:20]3)[C:11](=[O:27])[CH:10]=1)[C:2]1[CH:3]=[CH:4][CH:5]=[CH:6][CH:7]=1. (2) Given the reactants [CH2:1]([C:8]1[S:12][C:11]([NH2:13])=[N:10][C:9]=1[C:14]1[CH:19]=[CH:18][C:17]([O:20][CH3:21])=[CH:16][CH:15]=1)[C:2]1[CH:7]=[CH:6][CH:5]=[CH:4][CH:3]=1.[CH3:22][O:23][C:24]1[CH:25]=[C:26]([CH:30]=[CH:31][C:32]=1[O:33][CH3:34])[C:27](Cl)=[O:28], predict the reaction product. The product is: [CH2:1]([C:8]1[S:12][C:11]([NH:13][C:27](=[O:28])[C:26]2[CH:30]=[CH:31][C:32]([O:33][CH3:34])=[C:24]([O:23][CH3:22])[CH:25]=2)=[N:10][C:9]=1[C:14]1[CH:15]=[CH:16][C:17]([O:20][CH3:21])=[CH:18][CH:19]=1)[C:2]1[CH:3]=[CH:4][CH:5]=[CH:6][CH:7]=1. (3) Given the reactants Br[C:2]1[CH:3]=[N:4][CH:5]=[C:6]([O:8][CH3:9])[CH:7]=1.[C:10]([O:13][C@@H:14]1[C@@H:27]([O:28][C:29](=[O:31])[CH3:30])[C@H:26]([O:32][C:33](=[O:35])[CH3:34])[CH2:25][S:24][C@H:15]1[O:16][C:17]1[CH:18]=[N:19][C:20](Br)=[CH:21][CH:22]=1)(=[O:12])[CH3:11], predict the reaction product. The product is: [C:10]([O:13][C@@H:14]1[C@@H:27]([O:28][C:29](=[O:31])[CH3:30])[C@H:26]([O:32][C:33](=[O:35])[CH3:34])[CH2:25][S:24][C@H:15]1[O:16][C:17]1[CH:18]=[N:19][C:20]([C:2]2[CH:3]=[N:4][CH:5]=[C:6]([O:8][CH3:9])[CH:7]=2)=[CH:21][CH:22]=1)(=[O:12])[CH3:11]. (4) Given the reactants [CH3:1][O:2][C:3]1[CH:23]=[CH:22][C:6]2[N:7]([CH2:10][C:11]3[CH:21]=[CH:20][C:14]4[N:15]=[C:16]([S:18][CH3:19])[O:17][C:13]=4[CH:12]=3)[CH:8]=[N:9][C:5]=2[CH:4]=1.C1C=C(Cl)C=C(C(OO)=[O:32])C=1, predict the reaction product. The product is: [CH3:1][O:2][C:3]1[CH:23]=[CH:22][C:6]2[N:7]([CH2:10][C:11]3[CH:21]=[CH:20][C:14]4[N:15]=[C:16]([S:18]([CH3:19])=[O:32])[O:17][C:13]=4[CH:12]=3)[CH:8]=[N:9][C:5]=2[CH:4]=1. (5) Given the reactants [OH:1][C@H:2]1[CH2:10][C:9]2[C:4](=[CH:5][CH:6]=[CH:7][CH:8]=2)[C@H:3]1[NH:11][C:12](=[O:18])[O:13][C:14]([CH3:17])([CH3:16])[CH3:15].C(N(CC)CC)C.[CH3:26][S:27](Cl)(=[O:29])=[O:28], predict the reaction product. The product is: [CH3:16][C:14]([CH3:15])([O:13][C:12]([NH:11][C@@H:3]1[C:4]2[C:9](=[CH:8][CH:7]=[CH:6][CH:5]=2)[CH2:10][C@@H:2]1[O:1][S:27]([CH3:26])(=[O:29])=[O:28])=[O:18])[CH3:17]. (6) Given the reactants [CH2:1]([O:3][C:4]([N:6]1[CH2:11][CH2:10][N:9]([C:12](=[O:37])[C@@H:13]([NH:22][C:23]([C:25]2[CH:34]=[C:33](O)[C:32]3[C:27](=[CH:28][C:29]([CH3:36])=[CH:30][CH:31]=3)[N:26]=2)=[O:24])[CH2:14][C:15]([O:17]C(C)(C)C)=[O:16])[CH2:8][CH2:7]1)=[O:5])[CH3:2].[CH2:38]([O:45][C:46](=[O:50])[C@@H:47]([OH:49])[CH3:48])[C:39]1[CH:44]=[CH:43][CH:42]=[CH:41][CH:40]=1.C1(P(C2C=CC=CC=2)C2C=CC=CC=2)C=CC=CC=1.N(C(OCC)=O)=NC(OCC)=O, predict the reaction product. The product is: [CH2:1]([O:3][C:4]([N:6]1[CH2:11][CH2:10][N:9]([C:12](=[O:37])[C@@H:13]([NH:22][C:23]([C:25]2[CH:34]=[C:33]([O:49][C@@H:47]([C:46]([O:45][CH2:38][C:39]3[CH:44]=[CH:43][CH:42]=[CH:41][CH:40]=3)=[O:50])[CH3:48])[C:32]3[C:27](=[CH:28][C:29]([CH3:36])=[CH:30][CH:31]=3)[N:26]=2)=[O:24])[CH2:14][C:15]([OH:17])=[O:16])[CH2:8][CH2:7]1)=[O:5])[CH3:2].